This data is from Full USPTO retrosynthesis dataset with 1.9M reactions from patents (1976-2016). The task is: Predict the reactants needed to synthesize the given product. (1) Given the product [CH3:1][S:2]([O:5][C:6]1[C:14]([CH:30]([O:33][CH3:34])[O:35][CH3:36])=[CH:13][C:12]([I:17])=[C:11]2[C:7]=1[CH:8]([O:28][CH3:29])[N:9]([C:19]([CH3:20])([C:21]1[CH:26]=[CH:25][CH:24]=[CH:23][CH:22]=1)[CH3:27])[C:10]2=[O:18])(=[O:3])=[O:4], predict the reactants needed to synthesize it. The reactants are: [CH3:1][S:2]([O:5][C:6]1[C:14](C=O)=[CH:13][C:12]([I:17])=[C:11]2[C:7]=1[CH:8]([O:28][CH3:29])[N:9]([C:19]([CH3:27])([C:21]1[CH:26]=[CH:25][CH:24]=[CH:23][CH:22]=1)[CH3:20])[C:10]2=[O:18])(=[O:4])=[O:3].[CH:30]([O:35][CH3:36])([O:33][CH3:34])OC.C(=O)([O-])O.[Na+].O. (2) The reactants are: Cl[C:2]1[C:11]2[C:6](=[CH:7][CH:8]=[CH:9][CH:10]=2)[N:5]=[C:4]([C:12]2[CH:17]=[CH:16][CH:15]=[CH:14][C:13]=2[F:18])[C:3]=1[CH3:19].[O:20]1[CH2:25][CH2:24][N:23]([C:26]2[CH:32]=[CH:31][C:30]([N:33]3[CH2:38][CH2:37][O:36][CH2:35][CH2:34]3)=[CH:29][C:27]=2[NH2:28])[CH2:22][CH2:21]1.Cl.O1CCOCC1. Given the product [N:23]1([C:26]2[CH:32]=[CH:31][C:30]([N:33]3[CH2:34][CH2:35][O:36][CH2:37][CH2:38]3)=[CH:29][C:27]=2[NH:28][C:2]2[C:11]3[C:6](=[CH:7][CH:8]=[CH:9][CH:10]=3)[N:5]=[C:4]([C:12]3[CH:17]=[CH:16][CH:15]=[CH:14][C:13]=3[F:18])[C:3]=2[CH3:19])[CH2:24][CH2:25][O:20][CH2:21][CH2:22]1, predict the reactants needed to synthesize it. (3) Given the product [NH:8]1[CH2:13][CH2:12][O:11][CH2:10][C@H:9]1[CH2:14][CH2:15][OH:16], predict the reactants needed to synthesize it. The reactants are: C([N:8]1[CH2:13][CH2:12][O:11][CH2:10][C@H:9]1[CH2:14][CH2:15][OH:16])C1C=CC=CC=1.C(O)(=O)C.